Predict the product of the given reaction. From a dataset of Forward reaction prediction with 1.9M reactions from USPTO patents (1976-2016). The product is: [CH2:1]([O:8][CH2:9][N:10]1[C:49](=[O:50])[C:48]([CH3:51])=[CH:47][N:12]([C@@H:13]2[O:37][C@H:17]([CH2:18][OH:19])[C@@:15]([CH2:38][O:39][CH2:40][C:41]3[CH:46]=[CH:45][CH:44]=[CH:43][CH:42]=3)([OH:16])[CH2:14]2)[C:11]1=[O:52])[C:2]1[CH:3]=[CH:4][CH:5]=[CH:6][CH:7]=1. Given the reactants [CH2:1]([O:8][CH2:9][N:10]1[C:49](=[O:50])[C:48]([CH3:51])=[CH:47][N:12]([C@@H:13]2[O:37][C@H:17]([CH2:18][O:19][Si](C(C)(C)C)(C3C=CC=CC=3)C3C=CC=CC=3)[C@@:15]([CH2:38][O:39][CH2:40][C:41]3[CH:46]=[CH:45][CH:44]=[CH:43][CH:42]=3)([OH:16])[CH2:14]2)[C:11]1=[O:52])[C:2]1[CH:7]=[CH:6][CH:5]=[CH:4][CH:3]=1.[F-].C([NH3+])(C)(C)C, predict the reaction product.